Predict the reaction yield, written as a fraction of the theoretical maximum amount of product (1.0 means a 100% yield; for example, 0.34 means a 34% yield). From a dataset of Reaction yield outcomes from USPTO patents with 853,638 reactions. (1) The reactants are [OH:1][C:2]1[CH:11]=[CH:10][C:5]2[C:6](=[O:9])[CH2:7][O:8][C:4]=2[C:3]=1[CH2:12][N:13]1[CH2:18][CH2:17][N:16]([S:19]([CH3:22])(=[O:21])=[O:20])[CH2:15][CH2:14]1.[NH:23]1[C:31]2[C:26](=[CH:27][CH:28]=[CH:29][CH:30]=2)[C:25]([CH:32]=O)=[N:24]1.N1CCCCC1. The catalyst is CO. The product is [NH:23]1[C:31]2[C:26](=[CH:27][CH:28]=[CH:29][CH:30]=2)[C:25](/[CH:32]=[C:7]2\[O:8][C:4]3[C:3]([CH2:12][N:13]4[CH2:18][CH2:17][N:16]([S:19]([CH3:22])(=[O:21])=[O:20])[CH2:15][CH2:14]4)=[C:2]([OH:1])[CH:11]=[CH:10][C:5]=3[C:6]\2=[O:9])=[N:24]1. The yield is 0.530. (2) The reactants are [Br:1][C:2]1[CH:3]=[C:4]([CH:8]=[CH:9][C:10]=1[C:11]([N:13]1[CH2:17][CH:16]=[CH:15][CH2:14]1)=[O:12])[C:5]([OH:7])=O.CN(C(ON1N=NC2C=CC=CC1=2)=[N+](C)C)C.[B-](F)(F)(F)F.C(N(C(C)C)CC)(C)C.[Cl:49][C:50]1[CH:63]=[CH:62][C:53]2[NH:54][C:55]([C@@H:57]([NH2:61])[CH2:58][CH2:59][CH3:60])=[N:56][C:52]=2[CH:51]=1.BrCl. The catalyst is O1CCCC1.ClCCl.C(O)C. The product is [Br:1][C:2]1[CH:3]=[C:4]([CH:8]=[CH:9][C:10]=1[C:11]([N:13]1[CH2:17][CH:16]=[CH:15][CH2:14]1)=[O:12])[C:5]([NH:61][C@H:57]([C:55]1[NH:54][C:53]2[CH:62]=[CH:63][C:50]([Cl:49])=[CH:51][C:52]=2[N:56]=1)[CH2:58][CH2:59][CH3:60])=[O:7]. The yield is 1.00. (3) The reactants are I[C:2]1[CH:3]=[C:4]2[C:8](=[CH:9][CH:10]=1)[CH2:7][N:6]([C:11]([C:13]1[CH:18]=[C:17]([S:19]([CH3:22])(=[O:21])=[O:20])[CH:16]=[CH:15][C:14]=1[O:23][C@@H:24]([CH3:29])[C:25]([F:28])([F:27])[F:26])=[O:12])[CH2:5]2.[C:30]1(B(O)O)[CH:35]=[CH:34][CH:33]=[CH:32][CH:31]=1.C(=O)([O-])[O-].[K+].[K+]. The catalyst is CN(C=O)C. The product is [CH3:22][S:19]([C:17]1[CH:16]=[CH:15][C:14]([O:23][C@@H:24]([CH3:29])[C:25]([F:26])([F:28])[F:27])=[C:13]([C:11]([N:6]2[CH2:5][C:4]3[C:8](=[CH:9][CH:10]=[C:2]([C:30]4[CH:35]=[CH:34][CH:33]=[CH:32][CH:31]=4)[CH:3]=3)[CH2:7]2)=[O:12])[CH:18]=1)(=[O:20])=[O:21]. The yield is 0.500. (4) The reactants are [CH:1]([O:4][C:5]1[CH:10]=[CH:9][C:8]([S:11](CC[Si](C)(C)C)(=[O:13])=[O:12])=[CH:7][C:6]=1[C:20]([N:22]1[CH2:30][C:29]2[C:24](=[CH:25][CH:26]=[C:27]([CH:31]3[CH2:36][CH2:35][O:34][CH2:33][CH2:32]3)[CH:28]=2)[CH2:23]1)=[O:21])([CH3:3])[CH3:2].CCCC[N+](CCCC)(CCCC)CCCC.[F-].C(O)(=O)CC(CC(O)=O)(C(O)=O)O.[Na+:68].[Cl-]. The catalyst is C1COCC1. The product is [Na+:68].[CH:1]([O:4][C:5]1[CH:10]=[CH:9][C:8]([S:11]([O-:13])=[O:12])=[CH:7][C:6]=1[C:20]([N:22]1[CH2:30][C:29]2[C:24](=[CH:25][CH:26]=[C:27]([CH:31]3[CH2:32][CH2:33][O:34][CH2:35][CH2:36]3)[CH:28]=2)[CH2:23]1)=[O:21])([CH3:3])[CH3:2]. The yield is 0.550. (5) The reactants are [F:1][C:2]1[CH:3]=[CH:4][C:5]([OH:24])=[C:6]([C@H:8]2[CH2:12][CH2:11][CH2:10][N:9]2[C:13]2[CH:18]=[CH:17][N:16]3[N:19]=[CH:20][C:21]([CH:22]=[O:23])=[C:15]3[N:14]=2)[CH:7]=1.Br[CH2:26][CH2:27][NH:28][C:29](=[O:35])[O:30][C:31]([CH3:34])([CH3:33])[CH3:32].C(=O)([O-])[O-].[K+].[K+].CN(C=O)C. The catalyst is C(Cl)Cl. The product is [F:1][C:2]1[CH:3]=[CH:4][C:5]([O:24][CH2:26][CH2:27][NH:28][C:29](=[O:35])[O:30][C:31]([CH3:34])([CH3:33])[CH3:32])=[C:6]([C@H:8]2[CH2:12][CH2:11][CH2:10][N:9]2[C:13]2[CH:18]=[CH:17][N:16]3[N:19]=[CH:20][C:21]([CH:22]=[O:23])=[C:15]3[N:14]=2)[CH:7]=1. The yield is 0.866.